Dataset: NCI-60 drug combinations with 297,098 pairs across 59 cell lines. Task: Regression. Given two drug SMILES strings and cell line genomic features, predict the synergy score measuring deviation from expected non-interaction effect. (1) Drug 1: CC1=C2C(C(=O)C3(C(CC4C(C3C(C(C2(C)C)(CC1OC(=O)C(C(C5=CC=CC=C5)NC(=O)OC(C)(C)C)O)O)OC(=O)C6=CC=CC=C6)(CO4)OC(=O)C)OC)C)OC. Drug 2: CCCCC(=O)OCC(=O)C1(CC(C2=C(C1)C(=C3C(=C2O)C(=O)C4=C(C3=O)C=CC=C4OC)O)OC5CC(C(C(O5)C)O)NC(=O)C(F)(F)F)O. Cell line: LOX IMVI. Synergy scores: CSS=36.1, Synergy_ZIP=0.938, Synergy_Bliss=0.205, Synergy_Loewe=-13.6, Synergy_HSA=3.44. (2) Drug 1: CCCCCOC(=O)NC1=NC(=O)N(C=C1F)C2C(C(C(O2)C)O)O. Drug 2: CS(=O)(=O)OCCCCOS(=O)(=O)C. Cell line: LOX IMVI. Synergy scores: CSS=11.9, Synergy_ZIP=-0.664, Synergy_Bliss=4.38, Synergy_Loewe=1.37, Synergy_HSA=3.43. (3) Drug 2: CC1C(C(CC(O1)OC2CC(CC3=C2C(=C4C(=C3O)C(=O)C5=C(C4=O)C(=CC=C5)OC)O)(C(=O)CO)O)N)O.Cl. Cell line: NCI-H460. Synergy scores: CSS=55.6, Synergy_ZIP=-4.41, Synergy_Bliss=-8.59, Synergy_Loewe=-4.67, Synergy_HSA=-2.69. Drug 1: CC(CN1CC(=O)NC(=O)C1)N2CC(=O)NC(=O)C2. (4) Drug 1: CCC1=CC2CC(C3=C(CN(C2)C1)C4=CC=CC=C4N3)(C5=C(C=C6C(=C5)C78CCN9C7C(C=CC9)(C(C(C8N6C)(C(=O)OC)O)OC(=O)C)CC)OC)C(=O)OC.C(C(C(=O)O)O)(C(=O)O)O. Drug 2: CC12CCC3C(C1CCC2O)C(CC4=C3C=CC(=C4)O)CCCCCCCCCS(=O)CCCC(C(F)(F)F)(F)F. Cell line: CAKI-1. Synergy scores: CSS=41.7, Synergy_ZIP=2.58, Synergy_Bliss=1.04, Synergy_Loewe=-9.38, Synergy_HSA=3.72. (5) Drug 1: COC1=CC(=CC(=C1O)OC)C2C3C(COC3=O)C(C4=CC5=C(C=C24)OCO5)OC6C(C(C7C(O6)COC(O7)C8=CC=CS8)O)O. Drug 2: CCC1(CC2CC(C3=C(CCN(C2)C1)C4=CC=CC=C4N3)(C5=C(C=C6C(=C5)C78CCN9C7C(C=CC9)(C(C(C8N6C=O)(C(=O)OC)O)OC(=O)C)CC)OC)C(=O)OC)O.OS(=O)(=O)O. Cell line: NCI/ADR-RES. Synergy scores: CSS=-2.06, Synergy_ZIP=2.88, Synergy_Bliss=1.18, Synergy_Loewe=0.402, Synergy_HSA=-1.42. (6) Drug 1: CN(C)C1=NC(=NC(=N1)N(C)C)N(C)C. Drug 2: CN(C(=O)NC(C=O)C(C(C(CO)O)O)O)N=O. Cell line: NCI-H322M. Synergy scores: CSS=-7.08, Synergy_ZIP=0.905, Synergy_Bliss=-5.64, Synergy_Loewe=-7.67, Synergy_HSA=-7.84. (7) Drug 1: CS(=O)(=O)OCCCCOS(=O)(=O)C. Drug 2: B(C(CC(C)C)NC(=O)C(CC1=CC=CC=C1)NC(=O)C2=NC=CN=C2)(O)O. Cell line: SF-539. Synergy scores: CSS=45.9, Synergy_ZIP=-0.846, Synergy_Bliss=-5.51, Synergy_Loewe=-23.2, Synergy_HSA=-7.42. (8) Drug 1: CC1CCC2CC(C(=CC=CC=CC(CC(C(=O)C(C(C(=CC(C(=O)CC(OC(=O)C3CCCCN3C(=O)C(=O)C1(O2)O)C(C)CC4CCC(C(C4)OC)O)C)C)O)OC)C)C)C)OC. Synergy scores: CSS=56.8, Synergy_ZIP=1.32, Synergy_Bliss=2.53, Synergy_Loewe=-17.8, Synergy_HSA=1.83. Drug 2: CN(CC1=CN=C2C(=N1)C(=NC(=N2)N)N)C3=CC=C(C=C3)C(=O)NC(CCC(=O)O)C(=O)O. Cell line: OVCAR-8.